From a dataset of Forward reaction prediction with 1.9M reactions from USPTO patents (1976-2016). Predict the product of the given reaction. (1) Given the reactants F[C:2]1[CH:9]=[C:8]([N:10]2[C:22]3[CH:21]=[CH:20][CH:19]=[C:18]([C:23]4[NH:27][C:26]5[CH:28]=[C:29]([F:32])[CH:30]=[CH:31][C:25]=5[N:24]=4)[C:17]=3[C:16]3[C:11]2=[CH:12][CH:13]=[CH:14][CH:15]=3)[CH:7]=[CH:6][C:3]=1[C:4]#[N:5].C(=O)([O-])[O-].[K+].[K+].Cl.C[NH:41][CH2:42][C:43]([OH:45])=O.[OH-:46].[Na+].OO.C([N:52]([CH2:55]C)CC)C, predict the reaction product. The product is: [F:32][C:29]1[CH:28]=[CH:26][C:25]2[N:24]=[C:23]([C:18]3[C:17]4[C:16]5[C:11](=[CH:12][CH:13]=[CH:14][CH:15]=5)[N:10]([C:8]5[CH:7]=[CH:6][C:3]([C:4]([NH2:5])=[O:46])=[C:2]([NH:41][CH2:42][C:43](=[O:45])[NH:52][CH3:55])[CH:9]=5)[C:22]=4[CH:21]=[CH:20][CH:19]=3)[NH:27][C:31]=2[CH:30]=1. (2) Given the reactants [OH:1][CH:2]1[C:10]2[C:5](=[CH:6][CH:7]=[CH:8][CH:9]=2)[N:4]([CH2:11][CH2:12][CH3:13])[C:3]1=[O:14].C(N(CC)CC)C.[C:22](Cl)(=[O:29])[C:23]1[CH:28]=[CH:27][CH:26]=[CH:25][CH:24]=1, predict the reaction product. The product is: [C:22]([O:1][CH:2]1[C:10]2[C:5](=[CH:6][CH:7]=[CH:8][CH:9]=2)[N:4]([CH2:11][CH2:12][CH3:13])[C:3]1=[O:14])(=[O:29])[C:23]1[CH:28]=[CH:27][CH:26]=[CH:25][CH:24]=1. (3) Given the reactants [Br:1][C:2]1[CH:3]=[CH:4][C:5]([O:10][C@H:11]2[CH2:16][CH2:15][NH:14][CH2:13][C@H:12]2[F:17])=[C:6]([CH:9]=1)[C:7]#[N:8].[C:18](O)(=[O:22])[C@H:19]([CH3:21])[OH:20].C(N(CC)C(C)C)(C)C.CN(C(ON1N=NC2C=CC=NC1=2)=[N+](C)C)C.F[P-](F)(F)(F)(F)F, predict the reaction product. The product is: [Br:1][C:2]1[CH:3]=[CH:4][C:5]([O:10][C@H:11]2[CH2:16][CH2:15][N:14]([C:18](=[O:22])[C@@H:19]([OH:20])[CH3:21])[CH2:13][C@H:12]2[F:17])=[C:6]([CH:9]=1)[C:7]#[N:8]. (4) Given the reactants [OH:1][CH:2]([CH3:20])[CH2:3][N:4]([CH2:16][CH:17]([OH:19])[CH3:18])[CH2:5][CH2:6][N:7](CC(O)C)[CH2:8][CH:9]([OH:11])[CH3:10].OCCN(CCO)CCN(CCO)CCO, predict the reaction product. The product is: [OH:11][CH:9]([CH3:10])[CH2:8][NH:7][CH2:6][CH2:5][N:4]([CH2:16][CH:17]([OH:19])[CH3:18])[CH2:3][CH:2]([OH:1])[CH3:20]. (5) Given the reactants [NH2:1][C:2]1[C:6]2[CH:7]=[C:8]([Br:11])[CH:9]=[CH:10][C:5]=2[O:4][C:3]=1[C:12]([NH2:14])=[O:13].Cl.[NH2:16][C:17]1([C:23]([Cl:25])=[O:24])[CH2:22][CH2:21][CH2:20][CH2:19][CH2:18]1, predict the reaction product. The product is: [ClH:25].[NH2:16][C:17]1([C:23]([NH:1][C:2]2[C:6]3[CH:7]=[C:8]([Br:11])[CH:9]=[CH:10][C:5]=3[O:4][C:3]=2[C:12]([NH2:14])=[O:13])=[O:24])[CH2:22][CH2:21][CH2:20][CH2:19][CH2:18]1. (6) The product is: [F:14][C:11]1[CH:12]=[CH:13][C:8]([C:6](=[O:7])[CH2:5][CH2:4][CH2:3][CH2:2][N:29]2[CH2:30][CH2:31][CH:26]([C:22]3[CH:21]=[C:20]([NH:19][C:17](=[O:18])[CH:16]([CH3:15])[CH3:32])[CH:25]=[CH:24][CH:23]=3)[CH2:27][CH2:28]2)=[CH:9][CH:10]=1. Given the reactants Cl[CH2:2][CH2:3][CH2:4][CH2:5][C:6]([C:8]1[CH:13]=[CH:12][C:11]([F:14])=[CH:10][CH:9]=1)=[O:7].[CH3:15][CH:16]([CH3:32])[C:17]([NH:19][C:20]1[CH:25]=[CH:24][CH:23]=[C:22]([CH:26]2[CH2:31][CH2:30][NH:29][CH2:28][CH2:27]2)[CH:21]=1)=[O:18], predict the reaction product.